This data is from Forward reaction prediction with 1.9M reactions from USPTO patents (1976-2016). The task is: Predict the product of the given reaction. (1) Given the reactants [S:1]1[CH2:5][CH:4]([C:6]([OH:8])=[O:7])[NH:3][CH:2]1[C:9]([OH:11])=O.N[C@H:13](C(O)=O)CS.C(O)(=O)C=O.S(Cl)([Cl:26])=O.[CH3:28][OH:29], predict the reaction product. The product is: [ClH:26].[CH3:28][O:29][C:9]([CH:2]1[NH:3][CH:4]([C:6]([O:8][CH3:13])=[O:7])[CH2:5][S:1]1)=[O:11]. (2) Given the reactants C([O:8][C@@H:9]1[C@@H:14]([O:15]CC2C=CC=CC=2)[C@H:13]([O:23]CC2C=CC=CC=2)[C@@H:12]([CH2:31][O:32]CC2C=CC=CC=2)[O:11][C@H:10]1[N:40]1[C:48]2[C:43](=[C:44]([CH3:49])[CH:45]=[CH:46][CH:47]=2)[C:42]([CH2:50][C:51]2[CH:56]=[CH:55][C:54](/[CH:57]=[CH:58]/[CH2:59][C:60]([O:62][CH2:63][C@@H:64]([OH:67])[CH2:65][OH:66])=[O:61])=[CH:53][CH:52]=2)=[CH:41]1)C1C=CC=CC=1.CO, predict the reaction product. The product is: [OH:67][C@@H:64]([CH2:65][OH:66])[CH2:63][O:62][C:60]([CH2:59][CH2:58][CH2:57][C:54]1[CH:55]=[CH:56][C:51]([CH2:50][C:42]2[C:43]3[C:48](=[CH:47][CH:46]=[CH:45][C:44]=3[CH3:49])[N:40]([C@@H:10]3[O:11][C@H:12]([CH2:31][OH:32])[C@@H:13]([OH:23])[C@H:14]([OH:15])[C@H:9]3[OH:8])[CH:41]=2)=[CH:52][CH:53]=1)=[O:61]. (3) Given the reactants C(OC([NH:8][C:9]1[C:18]2[C:13](=[CH:14][CH:15]=[CH:16][CH:17]=2)[C:12]([C:19]([C:21]2[CH:26]=[CH:25][N:24]=[C:23]([NH:27]C(OC(C)(C)C)=O)[CH:22]=2)=[O:20])=[CH:11][CH:10]=1)=O)(C)(C)C.C(O)(C(F)(F)F)=O, predict the reaction product. The product is: [NH2:8][C:9]1[C:18]2[C:13](=[CH:14][CH:15]=[CH:16][CH:17]=2)[C:12]([C:19]([C:21]2[CH:26]=[CH:25][N:24]=[C:23]([NH2:27])[CH:22]=2)=[O:20])=[CH:11][CH:10]=1. (4) Given the reactants N1C2C=CC=CC=2N=C1C[N:11]([CH:28]1[C:37]2[N:36]=[CH:35][CH:34]=[CH:33][C:32]=2[CH2:31][CH2:30][CH2:29]1)[CH2:12][CH2:13][CH2:14][NH:15][C:16]([C:18]1[N:19]=[CH:20][C:21]2[C:26]([CH:27]=1)=CC=CC=2)=O.[BrH:38].[C:39]([OH:42])(=O)[CH3:40], predict the reaction product. The product is: [BrH:38].[NH:19]1[C:20]2[CH:21]=[CH:26][CH:27]=[CH:18][C:16]=2[N:15]=[C:14]1[CH2:13][CH:12]([NH:11][CH:28]1[C:37]2[N:36]=[CH:35][CH:34]=[CH:33][C:32]=2[CH2:31][CH2:30][CH2:29]1)[CH2:12][CH2:13][CH2:14][NH:15][C:39]([C:40]1[CH:31]=[CH:30][CH:29]=[CH:28][N:11]=1)=[O:42]. (5) Given the reactants C[O:2][C:3](=O)[CH2:4][N:5]([CH2:10][CH2:11][C:12]1[CH:17]=[CH:16][C:15]([O:18][CH2:19][C:20]2[CH:25]=[CH:24][CH:23]=[C:22]([F:26])[CH:21]=2)=[C:14]([O:27][CH3:28])[CH:13]=1)[CH2:6][CH:7]1[CH2:9][CH2:8]1.[CH2:30]([NH2:32])[CH3:31].C[Al](C)C.CO, predict the reaction product. The product is: [F:26][C:22]1[CH:21]=[C:20]([CH:25]=[CH:24][CH:23]=1)[CH2:19][O:18][C:15]1[CH:16]=[CH:17][C:12]([CH2:11][CH2:10][N:5]([CH2:6][CH:7]2[CH2:8][CH2:9]2)[CH2:4][C:3]([NH:32][CH2:30][CH3:31])=[O:2])=[CH:13][C:14]=1[O:27][CH3:28].